Task: Predict the product of the given reaction.. Dataset: Forward reaction prediction with 1.9M reactions from USPTO patents (1976-2016) (1) Given the reactants [NH2:1][C:2]1[S:6][CH:5]=[N:4][C:3]=1[C:7]([O:9]CC)=O.[C:12](OC)(OC)(OC)[CH2:13][CH2:14][CH3:15].C(O)(=O)C.[CH2:26]([NH2:33])[C:27]1[CH:32]=[CH:31][CH:30]=[CH:29][CH:28]=1, predict the reaction product. The product is: [CH2:26]([N:33]1[C:7](=[O:9])[C:3]2[N:4]=[CH:5][S:6][C:2]=2[N:1]=[C:12]1[CH2:13][CH2:14][CH3:15])[C:27]1[CH:32]=[CH:31][CH:30]=[CH:29][CH:28]=1. (2) Given the reactants Br[Zn][C:3]1[CH:8]=[CH:7][CH:6]=[C:5]([O:9][CH3:10])[N:4]=1.[CH2:11]([C:13]1[C:17](I)=[C:16]([CH:19]=[O:20])[NH:15][C:14]=1[C:21]([O:23][C:24]([CH3:27])([CH3:26])[CH3:25])=[O:22])[CH3:12], predict the reaction product. The product is: [CH2:11]([C:13]1[C:17]([C:3]2[CH:8]=[CH:7][CH:6]=[C:5]([O:9][CH3:10])[N:4]=2)=[C:16]([CH:19]=[O:20])[NH:15][C:14]=1[C:21]([O:23][C:24]([CH3:25])([CH3:27])[CH3:26])=[O:22])[CH3:12]. (3) Given the reactants [CH3:1][C:2]1[C:3]([CH2:14][S:15]([C:17]2[NH:18][C:19]3[CH:25]=[CH:24][CH:23]=[CH:22][C:20]=3[N:21]=2)=[O:16])=[N:4][CH:5]=[CH:6][C:7]=1[O:8][CH2:9][C:10]([F:13])([F:12])[F:11].[H-].[Na+].[N+:28]([C:31]1[CH:32]=[C:33]([S:37]([CH2:40][CH2:41][O:42][C:43](=[O:81])[CH:44]([NH:64][C:65](=[O:80])[CH2:66][O:67][C:68]2[CH:73]=[C:72]([CH3:74])[C:71]([S:75](Cl)(=[O:77])=[O:76])=[C:70]([CH3:79])[CH:69]=2)[CH2:45][CH2:46][C:47]([O:49][CH2:50][CH2:51][S:52]([C:55]2[CH:60]=[CH:59][CH:58]=[C:57]([N+:61]([O-:63])=[O:62])[CH:56]=2)(=[O:54])=[O:53])=[O:48])(=[O:39])=[O:38])[CH:34]=[CH:35][CH:36]=1)([O-:30])=[O:29].O, predict the reaction product. The product is: [N+:28]([C:31]1[CH:32]=[C:33]([S:37]([CH2:40][CH2:41][O:42][C:43](=[O:81])[CH:44]([NH:64][C:65](=[O:80])[CH2:66][O:67][C:68]2[CH:73]=[C:72]([CH3:74])[C:71]([S:75]([N:21]3[C:20]4[CH:22]=[CH:23][CH:24]=[CH:25][C:19]=4[N:18]=[C:17]3[S:15]([CH2:14][C:3]3[C:2]([CH3:1])=[C:7]([O:8][CH2:9][C:10]([F:13])([F:11])[F:12])[CH:6]=[CH:5][N:4]=3)=[O:16])(=[O:77])=[O:76])=[C:70]([CH3:79])[CH:69]=2)[CH2:45][CH2:46][C:47]([O:49][CH2:50][CH2:51][S:52]([C:55]2[CH:60]=[CH:59][CH:58]=[C:57]([N+:61]([O-:63])=[O:62])[CH:56]=2)(=[O:53])=[O:54])=[O:48])(=[O:39])=[O:38])[CH:34]=[CH:35][CH:36]=1)([O-:30])=[O:29].